This data is from Reaction yield outcomes from USPTO patents with 853,638 reactions. The task is: Predict the reaction yield, written as a fraction of the theoretical maximum amount of product (1.0 means a 100% yield; for example, 0.34 means a 34% yield). (1) The reactants are COC1C=C(OC)C=CC=1C[N:6]([C:29]1[CH:34]=[CH:33][N:32]=[CH:31][N:30]=1)[S:7]([C:10]1[CH:15]=[CH:14][C:13]([O:16][C@H:17]2[CH2:21][CH2:20][CH2:19][C@@H:18]2[C:22]2[N:26]([CH3:27])[N:25]=[CH:24][CH:23]=2)=[CH:12][C:11]=1[F:28])(=[O:9])=[O:8].C([SiH](CC)CC)C.FC(F)(F)C(O)=O. The catalyst is ClCCl. The product is [F:28][C:11]1[CH:12]=[C:13]([O:16][C@H:17]2[CH2:21][CH2:20][CH2:19][C@@H:18]2[C:22]2[N:26]([CH3:27])[N:25]=[CH:24][CH:23]=2)[CH:14]=[CH:15][C:10]=1[S:7]([NH:6][C:29]1[CH:34]=[CH:33][N:32]=[CH:31][N:30]=1)(=[O:8])=[O:9]. The yield is 0.970. (2) The reactants are C([O:8][C:9]1[CH:10]=[CH:11][C:12]([O:28][CH3:29])=[C:13](/[C:15](/[C:22]2[S:23][C:24]([CH3:27])=[CH:25][N:26]=2)=[CH:16]/[C:17]([O:19][CH2:20][CH3:21])=[O:18])[CH:14]=1)C1C=CC=CC=1.CC(O)=O.O. The catalyst is CCO.C1COCC1.[Pd]. The product is [OH:8][C:9]1[CH:10]=[CH:11][C:12]([O:28][CH3:29])=[C:13]([CH:15]([C:22]2[S:23][C:24]([CH3:27])=[CH:25][N:26]=2)[CH2:16][C:17]([O:19][CH2:20][CH3:21])=[O:18])[CH:14]=1. The yield is 0.600. (3) The yield is 0.130. The catalyst is C(O)C. The product is [CH3:24][O:23][C:18]1[CH:19]=[C:20]2[C:15](=[CH:16][CH:17]=1)[N:14]=[CH:13][C:12]1[O:11][CH2:10][CH:9]([C:7]3[N:1]=[C:2]([NH2:4])[S:3][CH:6]=3)[CH2:22][C:21]2=1. The reactants are [NH2:1][C:2]([NH2:4])=[S:3].Br[CH2:6][C:7]([CH:9]1[CH2:22][C:21]2[C:20]3[C:15](=[CH:16][CH:17]=[C:18]([O:23][CH3:24])[CH:19]=3)[N:14]=[CH:13][C:12]=2[O:11][CH2:10]1)=O.N. (4) The yield is 0.892. The reactants are [Cl:1][C:2]1[C:3]2[N:4]([C:8]([C@H:11]3[CH2:16][N:15]4[C:17](=[O:21])[O:18][CH:19]([CH3:20])[C@@H:14]4[CH2:13][CH2:12]3)=[N:9][CH:10]=2)[CH:5]=[CH:6][N:7]=1.C1C(=O)N([Br:29])C(=O)C1.C([O-])(O)=O.[Na+]. The product is [Br:29][C:10]1[N:9]=[C:8]([C@H:11]2[CH2:16][N:15]3[C:17](=[O:21])[O:18][CH:19]([CH3:20])[C@@H:14]3[CH2:13][CH2:12]2)[N:4]2[CH:5]=[CH:6][N:7]=[C:2]([Cl:1])[C:3]=12. The catalyst is CN(C=O)C. (5) The reactants are Cl[CH:2]([F:4])[F:3].[I:5][C:6]1[C:7](=[O:23])[C:8]2[CH:13]=[CH:12][NH:11][C:10](=[O:14])[C:9]=2[O:15][C:16]=1[C:17]1[CH:22]=[CH:21][CH:20]=[CH:19][CH:18]=1.C(=O)([O-])[O-].[K+].[K+]. The catalyst is CN(C=O)C. The product is [F:3][CH:2]([F:4])[O:14][C:10]1[N:11]=[CH:12][CH:13]=[C:8]2[C:7](=[O:23])[C:6]([I:5])=[C:16]([C:17]3[CH:22]=[CH:21][CH:20]=[CH:19][CH:18]=3)[O:15][C:9]=12. The yield is 0.290. (6) The reactants are [Br:1]N1C(=O)CCC1=O.C1(P(C2C=CC=CC=2)C2C=CC=CC=2)C=CC=CC=1.[CH3:28][C:29]([C:32]1[CH:37]=[CH:36][C:35]([CH2:38][O:39][CH2:40][CH2:41]O)=[CH:34][CH:33]=1)([CH3:31])[CH3:30]. The catalyst is C(Cl)Cl.[Al]. The product is [Br:1][CH2:41][CH2:40][O:39][CH2:38][C:35]1[CH:36]=[CH:37][C:32]([C:29]([CH3:31])([CH3:30])[CH3:28])=[CH:33][CH:34]=1. The yield is 0.120. (7) The reactants are [C:1]([NH:4][CH2:5][CH2:6][CH:7]1[C:15]2[C:10](=[CH:11][CH:12]=[C:13]([NH:17][C:18](=[O:27])[CH2:19][CH2:20][C:21]3[CH:26]=[CH:25][CH:24]=[CH:23][CH:22]=3)[C:14]=2O)[CH2:9][CH2:8]1)(=[O:3])[CH3:2].C1(C)C=CC(S([O-])(=O)=O)=CC=1.[NH+]1C=CC=CC=1. The catalyst is C1(C)C(C)=CC=CC=1. The product is [C:21]1([CH2:20][CH2:19][C:18]2[O:27][C:14]3[C:15]4[CH:7]([CH2:6][CH2:5][NH:4][C:1](=[O:3])[CH3:2])[CH2:8][CH2:9][C:10]=4[CH:11]=[CH:12][C:13]=3[N:17]=2)[CH:26]=[CH:25][CH:24]=[CH:23][CH:22]=1. The yield is 0.290.